From a dataset of NCI-60 drug combinations with 297,098 pairs across 59 cell lines. Regression. Given two drug SMILES strings and cell line genomic features, predict the synergy score measuring deviation from expected non-interaction effect. Drug 1: C1=CC(=CC=C1CC(C(=O)O)N)N(CCCl)CCCl.Cl. Drug 2: CC12CCC3C(C1CCC2OP(=O)(O)O)CCC4=C3C=CC(=C4)OC(=O)N(CCCl)CCCl.[Na+]. Cell line: HL-60(TB). Synergy scores: CSS=18.4, Synergy_ZIP=-2.22, Synergy_Bliss=-7.79, Synergy_Loewe=-38.1, Synergy_HSA=-8.74.